From a dataset of HIV replication inhibition screening data with 41,000+ compounds from the AIDS Antiviral Screen. Binary Classification. Given a drug SMILES string, predict its activity (active/inactive) in a high-throughput screening assay against a specified biological target. The drug is BrC1CCCCCC(Br)C12OCCO2. The result is 0 (inactive).